Predict the product of the given reaction. From a dataset of Forward reaction prediction with 1.9M reactions from USPTO patents (1976-2016). (1) Given the reactants C([N:8]1[CH2:22][CH2:21][C:11]2([C:19]3[C:14](=[N:15][CH:16]=[CH:17][CH:18]=3)[N:13]([CH3:20])[CH2:12]2)[CH2:10][CH2:9]1)C1C=CC=CC=1.ClC(OC(Cl)C)=O, predict the reaction product. The product is: [CH3:20][N:13]1[C:14]2=[N:15][CH:16]=[CH:17][CH:18]=[C:19]2[C:11]2([CH2:21][CH2:22][NH:8][CH2:9][CH2:10]2)[CH2:12]1. (2) Given the reactants [NH2:1][C:2]1[N:3]([CH3:25])[C:4](=[O:24])[C@@:5]2([N:23]=1)[C@@H:18]1[C@H:13]([CH2:14][CH2:15][C@H:16]([O:19][CH2:20][CH3:21])[CH2:17]1)[O:12][C:11]1[C:6]2=[CH:7][C:8](Br)=[CH:9][CH:10]=1.CC1(C)C(C)(C)OB([C:34]2[CH:35]=[N:36][CH:37]=[C:38]([CH:41]=2)[C:39]#[N:40])O1.[C:43]([C:45]1C=C(B(O)O)C=C(F)C=1)#N, predict the reaction product. The product is: [NH2:1][C:2]1[N:3]([CH3:25])[C:4](=[O:24])[C@@:5]2([N:23]=1)[C@@H:18]1[C@H:13]([CH2:14][CH2:15][C@H:16]([O:19][CH2:20][CH:21]3[CH2:45][CH2:43]3)[CH2:17]1)[O:12][C:11]1[C:6]2=[CH:7][C:8]([C:34]2[CH:35]=[N:36][CH:37]=[C:38]([CH:41]=2)[C:39]#[N:40])=[CH:9][CH:10]=1. (3) Given the reactants [CH:1]1([C:4]2[CH:5]=[C:6]([C:20](O)=[O:21])[C:7]3[C:12]([CH3:13])=[N:11][N:10]([CH:14]4[CH2:19][CH2:18][CH2:17][CH2:16][CH2:15]4)[C:8]=3[N:9]=2)[CH2:3][CH2:2]1.[NH2:23][CH2:24][C:25]1[C:26](=[O:33])[NH:27][C:28]([CH3:32])=[CH:29][C:30]=1[CH3:31], predict the reaction product. The product is: [CH:14]1([N:10]2[C:8]3[N:9]=[C:4]([CH:1]4[CH2:2][CH2:3]4)[CH:5]=[C:6]([C:20]([NH:23][CH2:24][C:25]4[C:26](=[O:33])[NH:27][C:28]([CH3:32])=[CH:29][C:30]=4[CH3:31])=[O:21])[C:7]=3[C:12]([CH3:13])=[N:11]2)[CH2:19][CH2:18][CH2:17][CH2:16][CH2:15]1. (4) Given the reactants [OH:1][C:2]1[CH:3]=[CH:4][C:5]([C:8]([O:10][CH3:11])=[O:9])=[N:6][CH:7]=1.C(=O)([O-])[O-].[K+].[K+].Br[C:19]1[CH:24]=[CH:23][CH:22]=[CH:21][N:20]=1, predict the reaction product. The product is: [N:20]1[CH:21]=[CH:22][CH:23]=[CH:24][C:19]=1[O:1][C:2]1[CH:3]=[CH:4][C:5]([C:8]([O:10][CH3:11])=[O:9])=[N:6][CH:7]=1. (5) Given the reactants [Br:1][C:2]1[C:3](=[O:18])[CH:4]2[CH:8]([C:9]=1[C:10]1[CH:15]=[CH:14][C:13]([O:16]C)=[CH:12][CH:11]=1)[CH2:7][CH2:6][CH2:5]2.CCCCCCC.CC(O)C.C(O)(C(F)(F)F)=O, predict the reaction product. The product is: [Br:1][C:2]1[C:3](=[O:18])[C@@H:4]2[C@H:8]([C:9]=1[C:10]1[CH:15]=[CH:14][C:13]([OH:16])=[CH:12][CH:11]=1)[CH2:7][CH2:6][CH2:5]2. (6) Given the reactants C[C:2](P(OC)(O)=O)([C:4]([O-:6])=[O:5])C.[Na].[F:13][C:14]1[CH:19]=[CH:18][C:17]([N:20]2[C:28]3[C:23](=[CH:24][C:25]([C:29]([C:31]4[CH:36]=[CH:35][CH:34]=[CH:33][CH:32]=4)=O)=[CH:26][CH:27]=3)[CH:22]=[N:21]2)=[CH:16][CH:15]=1.[CH3:37]N(C=O)C, predict the reaction product. The product is: [F:13][C:14]1[CH:19]=[CH:18][C:17]([N:20]2[C:28]3[C:23](=[CH:24][C:25](/[C:29](/[C:31]4[CH:36]=[CH:35][CH:34]=[CH:33][CH:32]=4)=[CH:2]/[C:4]([O:6][CH3:37])=[O:5])=[CH:26][CH:27]=3)[CH:22]=[N:21]2)=[CH:16][CH:15]=1. (7) Given the reactants [C:1]([O:5][C:6]([N:8]1[CH2:12][CH2:11][C:10]([CH2:22][NH:23]C(OCC2C=CC=CC=2)=O)([C:13](=[O:21])[NH:14][C:15]2[CH:20]=[CH:19][CH:18]=[CH:17][CH:16]=2)[CH2:9]1)=[O:7])([CH3:4])([CH3:3])[CH3:2].C([O-])=O.[NH4+], predict the reaction product. The product is: [NH2:23][CH2:22][C:10]1([C:13](=[O:21])[NH:14][C:15]2[CH:20]=[CH:19][CH:18]=[CH:17][CH:16]=2)[CH2:11][CH2:12][N:8]([C:6]([O:5][C:1]([CH3:3])([CH3:4])[CH3:2])=[O:7])[CH2:9]1. (8) Given the reactants [F:1][C:2]1[C:7]([O:8][CH:9]([CH3:11])[CH3:10])=[CH:6][CH:5]=[C:4]([N+:12]([O-])=O)[C:3]=1[CH2:15][C:16]([O:18]CC)=O, predict the reaction product. The product is: [F:1][C:2]1[C:7]([O:8][CH:9]([CH3:11])[CH3:10])=[CH:6][CH:5]=[C:4]2[C:3]=1[CH2:15][C:16](=[O:18])[NH:12]2. (9) Given the reactants [CH3:1][O:2][C:3]1[CH:23]=[CH:22][C:6]([CH2:7][O:8][C:9]2[CH:14]=[CH:13][N:12]=[C:11]([N:15]3[CH2:20][CH2:19][N:18]([CH3:21])[CH2:17][CH2:16]3)[N:10]=2)=[CH:5][CH:4]=1.[I:24]N1C(=O)CCC1=O.C(O)(C(F)(F)F)=O.C([O-])([O-])=O.[Na+].[Na+], predict the reaction product. The product is: [I:24][C:14]1[C:9]([O:8][CH2:7][C:6]2[CH:5]=[CH:4][C:3]([O:2][CH3:1])=[CH:23][CH:22]=2)=[N:10][C:11]([N:15]2[CH2:16][CH2:17][N:18]([CH3:21])[CH2:19][CH2:20]2)=[N:12][CH:13]=1.